Dataset: Catalyst prediction with 721,799 reactions and 888 catalyst types from USPTO. Task: Predict which catalyst facilitates the given reaction. (1) Reactant: C([Li])CCC.CCCCCC.[CH2:12]([C:14]([C:26]1[CH:31]=[CH:30][C:29]([OH:32])=[C:28]([CH3:33])[CH:27]=1)([C:17]1[CH:22]=[CH:21][C:20]([C:23]#[CH:24])=[C:19]([CH3:25])[CH:18]=1)[CH2:15][CH3:16])[CH3:13].[CH3:34][C:35]([CH3:39])([CH3:38])[CH:36]=[O:37].[Cl-].[NH4+]. Product: [CH2:12]([C:14]([C:26]1[CH:31]=[CH:30][C:29]([OH:32])=[C:28]([CH3:33])[CH:27]=1)([C:17]1[CH:22]=[CH:21][C:20]([C:23]#[C:24][CH:36]([OH:37])[C:35]([CH3:39])([CH3:38])[CH3:34])=[C:19]([CH3:25])[CH:18]=1)[CH2:15][CH3:16])[CH3:13]. The catalyst class is: 7. (2) Product: [CH3:1][C:2]1[O:3][C:4]([C:7]2[CH:12]=[CH:11][C:10]([NH2:13])=[CH:9][CH:8]=2)=[N:5][N:6]=1. Reactant: [CH3:1][C:2]1[O:3][C:4]([C:7]2[CH:12]=[CH:11][C:10]([N+:13]([O-])=O)=[CH:9][CH:8]=2)=[N:5][N:6]=1. The catalyst class is: 19. (3) Reactant: [CH2:1]([O:3][C:4]1[CH:11]=[CH:10][CH:9]=[C:6]([CH:7]=[O:8])[C:5]=1[OH:12])[CH3:2].[C:13](=O)([O-])[O-].[K+].[K+].S(OC)(OC)(=O)=O. Product: [CH2:1]([O:3][C:4]1[C:5]([O:12][CH3:13])=[C:6]([CH:9]=[CH:10][CH:11]=1)[CH:7]=[O:8])[CH3:2]. The catalyst class is: 42. (4) Reactant: [CH2:1]([O:8][C:9](=[O:16])[NH:10][C@@H:11]1[CH2:15][CH2:14][NH:13][CH2:12]1)[C:2]1[CH:7]=[CH:6][CH:5]=[CH:4][CH:3]=1.Cl[C:18]1[N:26]=[C:25]2[C:21]([N:22]=[CH:23][N:24]2[C@@H:27]2[CH2:31][C@H:30]([NH:32][C:33](=[O:36])[CH2:34][CH3:35])[C@@H:29]([OH:37])[C@H:28]2[OH:38])=[C:20]([NH:39][CH2:40][CH:41]([C:48]2[CH:53]=[CH:52][CH:51]=[CH:50][CH:49]=2)[C:42]2[CH:47]=[CH:46][CH:45]=[CH:44][CH:43]=2)[N:19]=1. Product: [CH2:1]([O:8][C:9](=[O:16])[NH:10][C@@H:11]1[CH2:15][CH2:14][N:13]([C:18]2[N:26]=[C:25]3[C:21]([N:22]=[CH:23][N:24]3[C@@H:27]3[CH2:31][C@H:30]([NH:32][C:33](=[O:36])[CH2:34][CH3:35])[C@@H:29]([OH:37])[C@H:28]3[OH:38])=[C:20]([NH:39][CH2:40][CH:41]([C:42]3[CH:47]=[CH:46][CH:45]=[CH:44][CH:43]=3)[C:48]3[CH:49]=[CH:50][CH:51]=[CH:52][CH:53]=3)[N:19]=2)[CH2:12]1)[C:2]1[CH:7]=[CH:6][CH:5]=[CH:4][CH:3]=1. The catalyst class is: 37. (5) Reactant: Cl[C:2]1[N:15]=[C:14]([O:16][CH2:17][C:18]([F:21])([F:20])[F:19])[CH:13]=[CH:12][C:3]=1[C:4]([O:6][CH2:7]C(F)(F)F)=[O:5].[CH3:22][O-:23].[Na+].[Cl-].[NH4+]. Product: [CH3:22][O:23][C:2]1[N:15]=[C:14]([O:16][CH2:17][C:18]([F:21])([F:20])[F:19])[CH:13]=[CH:12][C:3]=1[C:4]([O:6][CH3:7])=[O:5]. The catalyst class is: 1. (6) Product: [F:38][C:39]1[C:44]([NH:45][C:11](=[O:12])[C:10]2[CH:14]=[C:15]([C:18]3[CH:23]=[CH:22][N:21]=[CH:20][CH:19]=3)[CH:16]=[CH:17][C:9]=2[O:8][CH2:7][C:1]2[CH:6]=[CH:5][CH:4]=[CH:3][CH:2]=2)=[CH:43][CH:42]=[CH:41][N:40]=1. Reactant: [C:1]1([CH2:7][O:8][C:9]2[CH:17]=[CH:16][C:15]([C:18]3[CH:23]=[CH:22][N:21]=[CH:20][CH:19]=3)=[CH:14][C:10]=2[C:11](O)=[O:12])[CH:6]=[CH:5][CH:4]=[CH:3][CH:2]=1.C(Cl)CCl.C1C=CC2N(O)N=NC=2C=1.[F:38][C:39]1[C:44]([NH2:45])=[CH:43][CH:42]=[CH:41][N:40]=1. The catalyst class is: 35.